This data is from Forward reaction prediction with 1.9M reactions from USPTO patents (1976-2016). The task is: Predict the product of the given reaction. (1) The product is: [Cl:7][C:8]1[C:12]([N:13]([CH2:37][CH3:38])[C:14](=[O:24])[CH2:15][CH2:16][S:17][CH2:18][CH2:19][C:20]([F:22])([F:21])[F:23])=[CH:11][N:10]([C:25]2[CH:26]=[N:27][CH:28]=[CH:29][CH:30]=2)[N:9]=1. Given the reactants C(=O)([O-])[O-].[Cs+].[Cs+].[Cl:7][C:8]1[C:12]([NH:13][C:14](=[O:24])[CH2:15][CH2:16][S:17][CH2:18][CH2:19][C:20]([F:23])([F:22])[F:21])=[CH:11][N:10]([C:25]2[CH:26]=[N:27][CH:28]=[CH:29][CH:30]=2)[N:9]=1.CN(C)C=O.I[CH2:37][CH3:38], predict the reaction product. (2) Given the reactants FC(F)(F)C1C=C(NC(=O)NC2C=CC(C3SC(CCC(OC)=O)=NC=3)=CC=2)C=CC=1.[NH2:32][C:33]1[CH:38]=[CH:37][C:36]([C:39]2[S:43][C:42]([CH:44]3[CH2:49][CH2:48][CH:47]([C:50]([O:52][CH3:53])=[O:51])[CH2:46][CH2:45]3)=[N:41][CH:40]=2)=[CH:35][CH:34]=1.[N:54]([C:57]1[CH:62]=[CH:61][C:60]([F:63])=[C:59]([F:64])[CH:58]=1)=[C:55]=[O:56], predict the reaction product. The product is: [F:64][C:59]1[CH:58]=[C:57]([NH:54][C:55](=[O:56])[NH:32][C:33]2[CH:34]=[CH:35][C:36]([C:39]3[S:43][C:42]([CH:44]4[CH2:45][CH2:46][CH:47]([C:50]([O:52][CH3:53])=[O:51])[CH2:48][CH2:49]4)=[N:41][CH:40]=3)=[CH:37][CH:38]=2)[CH:62]=[CH:61][C:60]=1[F:63]. (3) Given the reactants [Br:1][C:2]1[CH:3]=[C:4]([N+:11]([O-])=O)[C:5]([O:8][CH2:9][CH3:10])=[N:6][CH:7]=1.[Sn](Cl)Cl, predict the reaction product. The product is: [Br:1][C:2]1[CH:3]=[C:4]([NH2:11])[C:5]([O:8][CH2:9][CH3:10])=[N:6][CH:7]=1. (4) Given the reactants Br[C:2]1[CH2:7][CH2:6][C:5]([CH3:9])([CH3:8])[CH2:4][C:3]=1[CH:10]=[O:11].[Cl:12][C:13]1[CH:18]=[CH:17][C:16](B(O)O)=[CH:15][CH:14]=1.C(=O)([O-])[O-].[K+].[K+], predict the reaction product. The product is: [Cl:12][C:13]1[CH:18]=[CH:17][C:16]([C:2]2[CH2:7][CH2:6][C:5]([CH3:9])([CH3:8])[CH2:4][C:3]=2[CH:10]=[O:11])=[CH:15][CH:14]=1. (5) Given the reactants C(=O)([O-])[O-].[K+].[K+].[Br:7][C:8]1[CH:13]=[CH:12][C:11]([F:14])=[CH:10][C:9]=1[OH:15].[CH2:16](Br)[C:17]1[CH:22]=[CH:21][CH:20]=[CH:19][CH:18]=1.S([O-])(O)(=O)=O.[K+], predict the reaction product. The product is: [CH2:16]([O:15][C:9]1[CH:10]=[C:11]([F:14])[CH:12]=[CH:13][C:8]=1[Br:7])[C:17]1[CH:22]=[CH:21][CH:20]=[CH:19][CH:18]=1. (6) Given the reactants [OH:1][C:2]1[CH:3]=[CH:4][C:5]([C:11]#[N:12])=[C:6]2[C:10]=1[O:9][CH:8]=[CH:7]2.Cl[CH2:14][O:15][CH2:16][CH2:17][Si:18]([CH3:21])([CH3:20])[CH3:19].C([O-])(O)=O.[Na+], predict the reaction product. The product is: [CH3:19][Si:18]([CH3:21])([CH3:20])[CH2:17][CH2:16][O:15][CH2:14][O:1][C:2]1[CH:3]=[CH:4][C:5]([C:11]#[N:12])=[C:6]2[C:10]=1[O:9][CH:8]=[CH:7]2. (7) Given the reactants [Si:1]([O:8][CH2:9][CH2:10][CH2:11][N:12]1[C:17](=[O:18])[C:16]2[C:19]([CH3:22])=[CH:20][S:21][C:15]=2[N:14]([CH3:23])[C:13]1=[O:24])([C:4]([CH3:7])([CH3:6])[CH3:5])([CH3:3])[CH3:2].C1C(=O)N([Br:32])C(=O)C1, predict the reaction product. The product is: [Br:32][C:20]1[S:21][C:15]2[N:14]([CH3:23])[C:13](=[O:24])[N:12]([CH2:11][CH2:10][CH2:9][O:8][Si:1]([C:4]([CH3:5])([CH3:7])[CH3:6])([CH3:3])[CH3:2])[C:17](=[O:18])[C:16]=2[C:19]=1[CH3:22]. (8) Given the reactants [CH3:1][O:2][C:3]1[CH:4]=[C:5]([CH2:23][OH:24])[CH:6]=[CH:7][C:8]=1[O:9][CH2:10][C:11]1[N:12]=[C:13]([C:17]2[CH:18]=[N:19][CH:20]=[CH:21][CH:22]=2)[O:14][C:15]=1[CH3:16].O[C:26]1[C:30]([CH:31]=[O:32])=[CH:29][N:28]([C:33]2[CH:38]=[CH:37][CH:36]=[CH:35][CH:34]=2)[N:27]=1.C(P(CCCC)CCCC)CCC.N(C(N1CCCCC1)=O)=NC(N1CCCCC1)=O, predict the reaction product. The product is: [CH3:1][O:2][C:3]1[CH:4]=[C:5]([CH:6]=[CH:7][C:8]=1[O:9][CH2:10][C:11]1[N:12]=[C:13]([C:17]2[CH:18]=[N:19][CH:20]=[CH:21][CH:22]=2)[O:14][C:15]=1[CH3:16])[CH2:23][O:24][C:26]1[C:30]([CH:31]=[O:32])=[CH:29][N:28]([C:33]2[CH:34]=[CH:35][CH:36]=[CH:37][CH:38]=2)[N:27]=1. (9) Given the reactants O[N:2]1[C:6]2[CH:7]=[CH:8][CH:9]=[CH:10][C:5]=2[N:4]=[N:3]1.C(Cl)CCl.CN1CCOCC1.[C:22]([N:29]1[CH2:33][CH2:32][CH:31]([S:34][C:35]([C:48]2[CH:53]=[CH:52][CH:51]=[CH:50][CH:49]=2)([C:42]2[CH:47]=[CH:46][CH:45]=[CH:44][CH:43]=2)[C:36]2[CH:41]=[CH:40][CH:39]=[CH:38][CH:37]=2)[CH:30]1[C:54](O)=[O:55])([O:24][C:25]([CH3:28])([CH3:27])[CH3:26])=[O:23], predict the reaction product. The product is: [C:22]([N:29]1[CH2:33][CH2:32][CH:31]([S:34][C:35]([C:42]2[CH:47]=[CH:46][CH:45]=[CH:44][CH:43]=2)([C:48]2[CH:49]=[CH:50][CH:51]=[CH:52][CH:53]=2)[C:36]2[CH:41]=[CH:40][CH:39]=[CH:38][CH:37]=2)[CH:30]1[C:54]([N:2]1[C:6]2[CH:7]=[CH:8][CH:9]=[CH:10][C:5]=2[N:4]=[N:3]1)=[O:55])([O:24][C:25]([CH3:28])([CH3:27])[CH3:26])=[O:23].